Task: Predict the reaction yield, written as a fraction of the theoretical maximum amount of product (1.0 means a 100% yield; for example, 0.34 means a 34% yield).. Dataset: Reaction yield outcomes from USPTO patents with 853,638 reactions (1) The reactants are [C:1]1([C:7](=[C:18]2[CH2:23][C:22]([CH3:25])([CH3:24])[CH2:21][C:20]([CH3:27])([CH3:26])[CH2:19]2)[C:8]2[CH:17]=[CH:16][C:11]([C:12]([O:14]C)=[O:13])=[CH:10][CH:9]=2)[CH:6]=[CH:5][CH:4]=[CH:3][CH:2]=1.C1COCC1.CCO.[OH-].[Na+]. The catalyst is Cl.CCOC(C)=O. The product is [C:1]1([C:7](=[C:18]2[CH2:19][C:20]([CH3:27])([CH3:26])[CH2:21][C:22]([CH3:25])([CH3:24])[CH2:23]2)[C:8]2[CH:9]=[CH:10][C:11]([C:12]([OH:14])=[O:13])=[CH:16][CH:17]=2)[CH:2]=[CH:3][CH:4]=[CH:5][CH:6]=1. The yield is 0.860. (2) The yield is 0.590. The reactants are [CH3:1][O:2][C:3](=[O:17])[CH:4]([NH:7][C:8](=[O:16])[C:9]1[CH:14]=[CH:13][CH:12]=[C:11]([Cl:15])[CH:10]=1)[CH2:5]O.BrC(Cl)(Cl)Cl.C1CCN2C(=NCCC2)CC1. The catalyst is C(Cl)Cl. The product is [CH3:1][O:2][C:3]([C:4]1[N:7]=[C:8]([C:9]2[CH:14]=[CH:13][CH:12]=[C:11]([Cl:15])[CH:10]=2)[O:16][CH:5]=1)=[O:17].